Task: Regression. Given a peptide amino acid sequence and an MHC pseudo amino acid sequence, predict their binding affinity value. This is MHC class II binding data.. Dataset: Peptide-MHC class II binding affinity with 134,281 pairs from IEDB (1) The MHC is DRB1_0404 with pseudo-sequence DRB1_0404. The peptide sequence is TTPFGQQRVFKEKVD. The binding affinity (normalized) is 0.260. (2) The peptide sequence is RLIAFTSEHSHF. The MHC is DRB1_0101 with pseudo-sequence DRB1_0101. The binding affinity (normalized) is 0.355. (3) The peptide sequence is WNFAGIEAAASAIQG. The MHC is DRB1_1201 with pseudo-sequence DRB1_1201. The binding affinity (normalized) is 0.178. (4) The peptide sequence is AKRKTVTAMDVVYAL. The MHC is H-2-IAs with pseudo-sequence YTYHWTSGGQTGYILFFGSDYYDYQTETVHGVHT. The binding affinity (normalized) is 0.520.